Dataset: TCR-epitope binding with 47,182 pairs between 192 epitopes and 23,139 TCRs. Task: Binary Classification. Given a T-cell receptor sequence (or CDR3 region) and an epitope sequence, predict whether binding occurs between them. (1) The epitope is LLALHRSYL. The TCR CDR3 sequence is CASSLGDFGTDTQYF. Result: 0 (the TCR does not bind to the epitope). (2) The epitope is LLLGIGILV. The TCR CDR3 sequence is CASSLGGPSGGYTF. Result: 1 (the TCR binds to the epitope).